This data is from Catalyst prediction with 721,799 reactions and 888 catalyst types from USPTO. The task is: Predict which catalyst facilitates the given reaction. (1) Reactant: [C:1]1([CH:7]2[CH2:12][CH2:11][C:10](=O)[CH2:9][CH2:8]2)[CH:6]=[CH:5][CH:4]=[CH:3][CH:2]=1.[C:14]1([CH:20]([C:22]2[CH:27]=[CH:26][CH:25]=[CH:24][CH:23]=2)[NH2:21])[CH:19]=[CH:18][CH:17]=[CH:16][CH:15]=1.C(O[BH-](OC(=O)C)OC(=O)C)(=O)C.[Na+]. Product: [CH:20]([NH:21][C@H:10]1[CH2:11][CH2:12][C@@H:7]([C:1]2[CH:6]=[CH:5][CH:4]=[CH:3][CH:2]=2)[CH2:8][CH2:9]1)([C:22]1[CH:23]=[CH:24][CH:25]=[CH:26][CH:27]=1)[C:14]1[CH:19]=[CH:18][CH:17]=[CH:16][CH:15]=1.[CH:20]([NH:21][C@H:10]1[CH2:11][CH2:12][C@H:7]([C:1]2[CH:6]=[CH:5][CH:4]=[CH:3][CH:2]=2)[CH2:8][CH2:9]1)([C:22]1[CH:23]=[CH:24][CH:25]=[CH:26][CH:27]=1)[C:14]1[CH:19]=[CH:18][CH:17]=[CH:16][CH:15]=1. The catalyst class is: 26. (2) The catalyst class is: 1. Reactant: C(P(CCCC)CCCC)CCC.[OH:14][C:15]1[CH:20]=[CH:19][C:18]([CH2:21][C:22]([O:24][CH3:25])=[O:23])=[CH:17][CH:16]=1.[Br:26][C:27]1[CH:32]=[CH:31][C:30]([C:33]([C:37]2[CH:42]=[CH:41][C:40]([Br:43])=[CH:39][CH:38]=2)=[CH:34][CH2:35]O)=[CH:29][CH:28]=1. Product: [CH3:25][O:24][C:22](=[O:23])[CH2:21][C:18]1[CH:17]=[CH:16][C:15]([O:14][CH2:35][CH:34]=[C:33]([C:30]2[CH:29]=[CH:28][C:27]([Br:26])=[CH:32][CH:31]=2)[C:37]2[CH:38]=[CH:39][C:40]([Br:43])=[CH:41][CH:42]=2)=[CH:20][CH:19]=1. (3) Reactant: C([O:4][C:5]1[CH:10]=[CH:9][C:8]([C:11](=[O:32])[NH:12][C:13]2[S:17][C:16]([NH:18][C:19]3[CH:28]=[CH:27][C:26]4[C:21](=[CH:22][CH:23]=[CH:24][CH:25]=4)[CH:20]=3)=[N:15][C:14]=2[C:29](=[O:31])[NH2:30])=[CH:7][CH:6]=1)(=O)C.C([O-])([O-])=O.[K+].[K+]. Product: [OH:4][C:5]1[CH:10]=[CH:9][C:8]([C:11]([NH:12][C:13]2[S:17][C:16]([NH:18][C:19]3[CH:28]=[CH:27][C:26]4[C:21](=[CH:22][CH:23]=[CH:24][CH:25]=4)[CH:20]=3)=[N:15][C:14]=2[C:29]([NH2:30])=[O:31])=[O:32])=[CH:7][CH:6]=1. The catalyst class is: 5. (4) Reactant: C(O)C.[CH:4]1([CH2:7][O:8][C:9]2[CH:10]=[C:11]([C:19](=O)[CH2:20][CH:21]([C:27](=O)[CH2:28][O:29][CH2:30][C:31]3[CH:36]=[CH:35][C:34]([O:37][CH3:38])=[CH:33][CH:32]=3)[C:22]([O:24][CH2:25][CH3:26])=[O:23])[CH:12]=[CH:13][C:14]=2[O:15][CH:16]([F:18])[F:17])[CH2:6][CH2:5]1.C([O-])(=O)C.[NH4+:45]. Product: [CH:4]1([CH2:7][O:8][C:9]2[CH:10]=[C:11]([C:19]3[NH:45][C:27]([CH2:28][O:29][CH2:30][C:31]4[CH:36]=[CH:35][C:34]([O:37][CH3:38])=[CH:33][CH:32]=4)=[C:21]([C:22]([O:24][CH2:25][CH3:26])=[O:23])[CH:20]=3)[CH:12]=[CH:13][C:14]=2[O:15][CH:16]([F:18])[F:17])[CH2:6][CH2:5]1. The catalyst class is: 6. (5) Reactant: [C:1]([N:8]1[CH2:13][CH2:12][NH:11][CH2:10][CH2:9]1)([O:3][C:4]([CH3:7])([CH3:6])[CH3:5])=[O:2].[CH:14]([C:16]1[CH:21]=[CH:20][N:19]=[CH:18][CH:17]=1)=[CH2:15].C(O)(=O)C. Product: [C:1]([N:8]1[CH2:9][CH2:10][N:11]([CH2:15][CH2:14][C:16]2[CH:21]=[CH:20][N:19]=[CH:18][CH:17]=2)[CH2:12][CH2:13]1)([O:3][C:4]([CH3:7])([CH3:6])[CH3:5])=[O:2]. The catalyst class is: 8.